Dataset: Forward reaction prediction with 1.9M reactions from USPTO patents (1976-2016). Task: Predict the product of the given reaction. (1) Given the reactants [F:1][C:2]1[CH:3]=[N:4][C:5]2[CH:6]=[CH:7][C:8](=[O:30])[N:9]3[C@H:14]([CH2:15][N:16]4[CH2:21][CH2:20][CH:19]([NH:22]C(=O)OC(C)(C)C)[CH2:18][CH2:17]4)[CH2:13][O:12][C:11]=1[C:10]=23.[ClH:31], predict the reaction product. The product is: [ClH:31].[ClH:31].[NH2:22][CH:19]1[CH2:18][CH2:17][N:16]([CH2:15][C@H:14]2[N:9]3[C:10]4[C:11](=[C:2]([F:1])[CH:3]=[N:4][C:5]=4[CH:6]=[CH:7][C:8]3=[O:30])[O:12][CH2:13]2)[CH2:21][CH2:20]1. (2) Given the reactants [Cl:1][C:2]1[CH:10]=[CH:9][C:5]([C:6]([OH:8])=[O:7])=[CH:4][C:3]=1O.I[CH2:13][CH3:14].[C:15](=O)([O-])[O-].[K+].[K+].CN([CH:24]=[O:25])C, predict the reaction product. The product is: [Cl:1][C:2]1[CH:10]=[CH:9][C:5]([C:6]([O:8][CH2:13][CH3:14])=[O:7])=[CH:4][C:3]=1[O:25][CH2:24][CH3:15].